This data is from NCI-60 drug combinations with 297,098 pairs across 59 cell lines. The task is: Regression. Given two drug SMILES strings and cell line genomic features, predict the synergy score measuring deviation from expected non-interaction effect. Drug 1: CC(C1=C(C=CC(=C1Cl)F)Cl)OC2=C(N=CC(=C2)C3=CN(N=C3)C4CCNCC4)N. Drug 2: CC(C)(C#N)C1=CC(=CC(=C1)CN2C=NC=N2)C(C)(C)C#N. Cell line: LOX IMVI. Synergy scores: CSS=7.80, Synergy_ZIP=-3.71, Synergy_Bliss=0.462, Synergy_Loewe=2.00, Synergy_HSA=2.73.